The task is: Binary Classification. Given a miRNA mature sequence and a target amino acid sequence, predict their likelihood of interaction.. This data is from Experimentally validated miRNA-target interactions with 360,000+ pairs, plus equal number of negative samples. (1) The miRNA is hsa-miR-548a-5p with sequence AAAAGUAAUUGCGAGUUUUACC. The protein sequence of the target gene is MLSSFPVVLLETMSHYTDEPRFTIEQIDLLQRLRRTGMTKHEILHALETLDRLDQEHSDKFGRRSSYGGSSYGNSTNNVPASSSTATASTQTQHSGMSPSPSNSYDTSPQPCTTNQNGRENNERLSTSNGKMSPTRYHANSMGQRSYSFEASEEDLDVDDKVEELMRRDSSVIKEEIKAFLANRRISQAVVAQVTGISQSRISHWLLQQGSDLSEQKKRAFYRWYQLEKTNPGATLSMRPAPIPIEDPEWRQTPPPVSATSGTFRLRRGSRFTWRKECLAVMESYFNENQYPDEAKREEI.... Result: 1 (interaction). (2) The miRNA is mmu-miR-206-3p with sequence UGGAAUGUAAGGAAGUGUGUGG. The protein sequence of the target gene is MSGRGAGGFPLPPLSPGGGAVAAALGAPPPPAGPGMLPSPALRGPGPSGGMGVPGAAAFRPMGPAGPAAQYQRPGMSPGSRMPMAGLQVGPPAGSPFGTAAPLRPGMPPTMMDPFRKRLLVPQAQPPMPAQRRGLKRRKMADKVLPQRIRELVPESQAYMDLLAFERKLDQTIARKRMEIQEAIKKPLTQKRKLRIYISNTFSPSKADGDNAGTAGTPGGTPAADKVASWELRVEGKLLDDPSKQKRKFSSFFKSLVIELDKELYGPDNHLVEWHRMPTTQETDGFQVKRPGDLNVKCTL.... Result: 1 (interaction). (3) The miRNA is hsa-miR-4667-5p with sequence ACUGGGGAGCAGAAGGAGAACC. The protein sequence of the target gene is MIASCLCYLLLPATRLFRALSDAFFTCRKNVLLANSSSPQVEGDFAMAPRGPEQEECEGLLQQWREEGLSQVLSTASEGPLIDKGLAQSSLALLMDNPGEENAASEDRWSSRQLSDLRAAENLDEPFPEMLGEEPLLEVEGVEGSMWAAIPMQSEPQYADCAALPVGALATEQWEEDPAVLAWSIAPEPVPQEEASIWPFEGLGQLQPPAVEIPYHEILWREWEDFSTQPDAQGLKAGDGPQFQFTLMSYNILAQDLMQQSSELYLHCHPDILNWNYRFVNLMQEFQHWDPDILCLQEVQ.... Result: 1 (interaction). (4) The miRNA is hsa-miR-1827 with sequence UGAGGCAGUAGAUUGAAU. The protein sequence of the target gene is MAEFPSKVSTRTSSPAQGAEASVSALRPDLGFVRSRLGALMLLQLVLGLLVWALIADTPYHLYPAYGWVMFVAVFLWLVTIVLFNLYLFQLHMKLYMVPWPLVLMIFNISATVLYITAFIACSAAVDLTSLRGTRPYNQRAAASFFACLVMIAYGVSAFFSYQAWRGVGSNAATSQMAGGYA. Result: 1 (interaction). (5) The miRNA is hsa-miR-519d-3p with sequence CAAAGUGCCUCCCUUUAGAGUG. The protein sequence of the target gene is MKMASFLAFLLLNFRVCLLLLQLLMPHSAQFSVLGPSGPILAMVGEDADLPCHLFPTMSAETMELKWVSSSLRQVVNVYADGKEVEDRQSAPYRGRTSILRDGITAGKAALRIHNVTASDSGKYLCYFQDGDFYEKALVELKVAALGSDLHVDVKGYKDGGIHLECRSTGWYPQPQIQWSNNKGENIPTVEAPVVADGVGLYAVAASVIMRGSSGEGVSCTIRSSLLGLEKTASISIADPFFRSAQRWIAALAGTLPVLLLLLGGAGYFLWQQQEEKKTQFRKKKREQELREMAWSTMKQ.... Result: 1 (interaction). (6) The miRNA is hsa-miR-3921 with sequence UCUCUGAGUACCAUAUGCCUUGU. The protein sequence of the target gene is MWSPEREAQAPTGGDPAGLLPPEWEEDEERMSFLFSAFKRSREVNSTDWDSKMGFWAPLVLSHSRRQGVVRLRLRDLQEAFQRKGSVPLGLATVLQDLLRRGELQRESDFMASVDSSWISWGVGVFLLKPLKWTLSNMLGDHKVPAEEVLVAVELLKEKAEEVYRLYQNSPLSSHPVVALSELSALCANSCPDERTFYLVLLQLQKEKRVTVLEQNGEKIVKFARGPHAKVSPVNDVDVGVYQLMQSEQLLSRKVESLSQESERCKEEARRACRAGKKQLALRSLKAKQRTEKRIEALHA.... Result: 0 (no interaction).